This data is from Full USPTO retrosynthesis dataset with 1.9M reactions from patents (1976-2016). The task is: Predict the reactants needed to synthesize the given product. (1) The reactants are: [NH2:1][CH2:2][C@H:3]1[N:8]([C:9]([C:11]2[N:12]=[C:13]([CH3:23])[S:14][C:15]=2[C:16]2[CH:21]=[CH:20][CH:19]=[C:18]([Cl:22])[CH:17]=2)=[O:10])[CH2:7][C@H:6]2[C@@H:4]1[CH2:5]2.[C:24]1([C:34](O)=[O:35])[C:33]2[C:28](=[CH:29][CH:30]=[CH:31][CH:32]=2)[CH:27]=[CH:26][N:25]=1. Given the product [Cl:22][C:18]1[CH:17]=[C:16]([C:15]2[S:14][C:13]([CH3:23])=[N:12][C:11]=2[C:9]([N:8]2[CH2:7][C@H:6]3[C@H:4]([CH2:5]3)[C@H:3]2[CH2:2][NH:1][C:34]([C:24]2[C:33]3[C:28](=[CH:29][CH:30]=[CH:31][CH:32]=3)[CH:27]=[CH:26][N:25]=2)=[O:35])=[O:10])[CH:21]=[CH:20][CH:19]=1, predict the reactants needed to synthesize it. (2) Given the product [CH2:1]([O:5][C:6]1[N:14]=[C:13]2[C:9]([NH:10][C:11](=[O:35])[N:12]2[CH2:15][C:16]2[CH:17]=[CH:18][C:19]([O:22][CH2:23][CH:24]3[CH2:29][CH2:28][N:27]([CH2:30][C:31]([O:33][CH3:34])=[O:32])[CH2:26][CH2:25]3)=[CH:20][CH:21]=2)=[C:8]([NH2:37])[N:7]=1)[CH2:2][CH2:3][CH3:4], predict the reactants needed to synthesize it. The reactants are: [CH2:1]([O:5][C:6]1[N:14]=[C:13]2[C:9]([N:10]=[C:11]([O:35]C)[N:12]2[CH2:15][C:16]2[CH:21]=[CH:20][C:19]([O:22][CH2:23][CH:24]3[CH2:29][CH2:28][N:27]([CH2:30][C:31]([O:33][CH3:34])=[O:32])[CH2:26][CH2:25]3)=[CH:18][CH:17]=2)=[C:8]([NH2:37])[N:7]=1)[CH2:2][CH2:3][CH3:4].Cl.CO. (3) Given the product [CH:21]([NH:24][C:25]([N:10]1[CH2:11][CH2:12][C:13]2[C:14](=[N:15][CH:16]=[CH:17][N:18]=2)[C@H:9]1[C:6]1[CH:7]=[CH:8][C:3]([C:2]([F:1])([F:19])[F:20])=[CH:4][CH:5]=1)=[O:26])([CH3:23])[CH3:22], predict the reactants needed to synthesize it. The reactants are: [F:1][C:2]([F:20])([F:19])[C:3]1[CH:8]=[CH:7][C:6]([C@@H:9]2[C:14]3=[N:15][CH:16]=[CH:17][N:18]=[C:13]3[CH2:12][CH2:11][NH:10]2)=[CH:5][CH:4]=1.[CH:21]([N:24]=[C:25]=[O:26])([CH3:23])[CH3:22].